Dataset: Full USPTO retrosynthesis dataset with 1.9M reactions from patents (1976-2016). Task: Predict the reactants needed to synthesize the given product. (1) Given the product [NH2:18][C:19]1[C:28]([C:12]2[CH:13]=[CH:14][C:9]([O:8][CH2:1][C:2]3[CH:7]=[CH:6][CH:5]=[CH:4][CH:3]=3)=[CH:10][CH:11]=2)=[N:27][C:26]([Br:30])=[CH:25][C:20]=1[C:21]([O:23][CH3:24])=[O:22], predict the reactants needed to synthesize it. The reactants are: [CH2:1]([O:8][C:9]1[CH:14]=[CH:13][C:12](B(O)O)=[CH:11][CH:10]=1)[C:2]1[CH:7]=[CH:6][CH:5]=[CH:4][CH:3]=1.[NH2:18][C:19]1[C:28](Br)=[N:27][C:26]([Br:30])=[CH:25][C:20]=1[C:21]([O:23][CH3:24])=[O:22].C(=O)([O-])[O-].[Na+].[Na+]. (2) Given the product [Cl:1][C:2]1[C:10]([Cl:11])=[CH:9][CH:8]=[CH:7][C:3]=1[C:4]([NH:12][CH2:13][C:14]1([C:22]2[CH:27]=[N:26][C:25]([C:28]([OH:31])([CH3:29])[CH3:30])=[CH:24][CH:23]=2)[CH2:19][CH2:18][C:17]([F:21])([F:20])[CH2:16][CH2:15]1)=[O:6], predict the reactants needed to synthesize it. The reactants are: [Cl:1][C:2]1[C:10]([Cl:11])=[CH:9][CH:8]=[CH:7][C:3]=1[C:4]([OH:6])=O.[NH2:12][CH2:13][C:14]1([C:22]2[CH:23]=[CH:24][C:25]([C:28]([OH:31])([CH3:30])[CH3:29])=[N:26][CH:27]=2)[CH2:19][CH2:18][C:17]([F:21])([F:20])[CH2:16][CH2:15]1.